The task is: Binary Classification. Given a miRNA mature sequence and a target amino acid sequence, predict their likelihood of interaction.. This data is from Experimentally validated miRNA-target interactions with 360,000+ pairs, plus equal number of negative samples. (1) The miRNA is mmu-miR-3102-5p with sequence GUGAGUGGCCAGGGUGGGGCUG. The protein sequence of the target gene is MSLLSAIDTSAASVYQPAQLLNWVYLSLQDTHQASAFDAFRPEPPAGAAPPELAFGKGRPEQLGSPLHSSYLNSVFQLQRGEALSSSVYRNASPYGSLNNIADGLSSLTEHFSDLTLTSEARKPSKRPPPNYLCHLCFNKGHYIKDCPQARPKGEGLTPYQGKKRCFGEYKCPKCKRKWMSGNSWANMGQECIKCHINVYPHKQRPLEKPDGLDVSDQSKEHPQHLCEKCKVLGYYCRRVQ. Result: 0 (no interaction). (2) The miRNA is hsa-miR-548x-5p with sequence UGCAAAAGUAAUUGCAGUUUUUG. The protein sequence of the target gene is MEHAAPLAVPLGQAEVFQALQRLHMTIFSQSVSPCGKFLAAGNNYGQIAIFSLSAALSSEAKEESKKPVVVFHAHDGPVYSMVSTDRHLLSAGDGEVKGWLWAEILKKGCKELWRRQPPYRTSLEVPEINALLLVPKENSLILAGGDCQLHSMDLETGAFTRALRGHTDYIHCLALRERSPEVLSGGEDGAVRLWDLRIAKEVQTIEVYKHEECSRPHNGRWIGCLATDSDWMVCGGGPALTLWHLRSSTPTTVFPIRAPQKHVTFYQDLILSAGQGCCVNHWQLSGELKAQVPGSSPGL.... Result: 0 (no interaction). (3) The miRNA is hsa-miR-6853-3p with sequence UGUUCAUUGGAACCCUGCGCAG. The protein sequence of the target gene is MAAAAELSLLEKSLGLSKGNKYSAQGERQIPVLQTNNGPSLTGLTTIAAHLVKQANKEYLLGSTAEEKAIVQQWLEYRVTQVDGHSSKNDIHTLLKDLNSYLEDKVYLTGYNFTLADILLYYGLHRFIVDLTVQEKEKYLNVSRWFCHIQHYPGIRQHLSSVVFIKNRLYTNSH. Result: 0 (no interaction). (4) The miRNA is hsa-miR-2276-5p with sequence GCCCUCUGUCACCUUGCAGACG. The protein sequence of the target gene is MAAESGELIGACEFMKDRLYFATLRNRPKSTVNTHYFSIDEELVYENFYADFGPLNLAMVYRYCCKLNKKLKSYSLSRKKIVHYTCFDQRKRANAAFLIGAYAVIYLKKTPEEAYRALLSGSNPPYLPFRDASFGNCTYNLTILDCLQGIRKGLQHGFFDFETFDVDEYEHYERVENGDFNWIVPGKFLAFSGPHPKSKIENGYPLHAPEAYFPYFKKHNVTAVVRLNKKIYEAKRFTDAGFEHYDLFFIDGSTPSDNIVRRFLNICENTEGAIAVHCKAGLGRTGTLIACYVMKHYRFT.... Result: 0 (no interaction). (5) The miRNA is hsa-miR-4728-5p with sequence UGGGAGGGGAGAGGCAGCAAGCA. The protein sequence of the target gene is MAVPGEAEEEATVYLVVSGIPSVLRSAHLRSYFSQFREERGGGFLCFHYRHRPERAPPQAAPNSALIPTDPAAEGQLLSQTSATDVRPLSTRDSTPIQTRTCCCVISVRGLAQAQRLIRMYSGRRWLDSHGTWLPGRCLIRRLRLPTEASGLGSFPFKTRKELQSWKAENEAFTLADLKQLPELNPPVLMPRGNVGTPLRVFLELIRACRLPPRIITQLQLQFPKTGSSRRYGNVPFEYEDSETVEQEELVYTAEGEEIPQGTYLADIPASPCGEPEEEVGKEEEEESHSDEDDDRGEEW.... Result: 1 (interaction).